This data is from Catalyst prediction with 721,799 reactions and 888 catalyst types from USPTO. The task is: Predict which catalyst facilitates the given reaction. (1) The catalyst class is: 31. Product: [NH:1]([C:6]([O:8][CH2:9][C:10]1[CH:15]=[CH:14][CH:13]=[CH:12][CH:11]=1)=[O:7])[CH2:2][C:3]([NH:16][CH2:17][C:18]([O:20][CH3:21])=[O:19])=[O:5]. Reactant: [NH:1]([C:6]([O:8][CH2:9][C:10]1[CH:15]=[CH:14][CH:13]=[CH:12][CH:11]=1)=[O:7])[CH2:2][C:3]([OH:5])=O.[NH2:16][CH2:17][C:18]([O:20][CH3:21])=[O:19].Cl.C1C=CC2N(O)N=NC=2C=1.CCN=C=NCCCN(C)C.Cl.CN1CCOCC1. (2) Reactant: C(OC([NH:8][C:9]1[S:10][C:11]([CH2:19][N:20]2[CH2:25][CH2:24][O:23][CH2:22][CH2:21]2)=[C:12]([C:14]2[O:15][CH:16]=[CH:17][CH:18]=2)[N:13]=1)=O)(C)(C)C. Product: [NH2:8][C:9]1[S:10][C:11]([CH2:19][N:20]2[CH2:21][CH2:22][O:23][CH2:24][CH2:25]2)=[C:12]([C:14]2[O:15][CH:16]=[CH:17][CH:18]=2)[N:13]=1. The catalyst class is: 55. (3) Reactant: [H-].[Na+].[CH3:3][CH:4]([OH:6])[CH3:5].[Cl:7][C:8]1[N:9]=[C:10](Cl)[C:11]2[C:16]([I:17])=[CH:15][N:14]([CH2:18][O:19][CH2:20][CH2:21][Si:22]([CH3:25])([CH3:24])[CH3:23])[C:12]=2[N:13]=1. Product: [Cl:7][C:8]1[N:9]=[C:10]([O:6][CH:4]([CH3:5])[CH3:3])[C:11]2[C:16]([I:17])=[CH:15][N:14]([CH2:18][O:19][CH2:20][CH2:21][Si:22]([CH3:25])([CH3:24])[CH3:23])[C:12]=2[N:13]=1. The catalyst class is: 1. (4) Reactant: [H-].[Na+].COP([CH2:9][C:10]([O:12][CH3:13])=[O:11])(OC)=O.[Br:14][C:15]1[CH:16]=[N:17][CH:18]=[CH:19][C:20]=1[CH:21]=O.O. Product: [Br:14][C:15]1[CH:16]=[N:17][CH:18]=[CH:19][C:20]=1/[CH:21]=[CH:9]/[C:10]([O:12][CH3:13])=[O:11]. The catalyst class is: 7. (5) Reactant: CN(CCN(C)C)C.[CH2:9]=[CH:10][C:11]1[CH:16]=[CH:15][CH:14]=[CH:13][CH:12]=1.C([Li])CCC.C=CC(=C)C.Cl[Si](Cl)(Cl)Cl. Product: [CH2:9]=[CH:10][C:11](=[CH2:12])[CH3:16].[CH2:9]=[CH:10][C:11]1[CH:16]=[CH:15][CH:14]=[CH:13][CH:12]=1. The catalyst class is: 244. (6) Reactant: Cl[C:2]1[N:7]2[N:8]=[C:9]([C:11]([O:13][CH2:14][CH3:15])=[O:12])[N:10]=[C:6]2[CH:5]=[C:4]([C:16]2[CH:21]=[CH:20][C:19]([C:22]([F:25])([F:24])[F:23])=[CH:18][CH:17]=2)[N:3]=1.FC(F)(F)C(O)=O.[NH2:33][CH2:34][CH2:35][NH:36][C:37]1[CH:44]=[CH:43][C:40]([C:41]#[N:42])=[CH:39][N:38]=1.CCN(C(C)C)C(C)C. Product: [C:41]([C:40]1[CH:43]=[CH:44][C:37]([NH:36][CH2:35][CH2:34][NH:33][C:2]2[N:7]3[N:8]=[C:9]([C:11]([O:13][CH2:14][CH3:15])=[O:12])[N:10]=[C:6]3[CH:5]=[C:4]([C:16]3[CH:21]=[CH:20][C:19]([C:22]([F:25])([F:24])[F:23])=[CH:18][CH:17]=3)[N:3]=2)=[N:38][CH:39]=1)#[N:42]. The catalyst class is: 16. (7) Reactant: [NH2:1][C:2]1[CH:7]=[CH:6][N:5]=[CH:4][N:3]=1.[Cl:8][C:9]1[C:18]2[C:13](=[CH:14][C:15]([S:19](OC3C(F)=C(F)C(F)=C(F)C=3F)(=[O:21])=[O:20])=[CH:16][CH:17]=2)[N:12]=[CH:11][CH:10]=1.C[Si]([N-][Si](C)(C)C)(C)C.[Li+]. Product: [Cl:8][C:9]1[C:18]2[C:13](=[CH:14][C:15]([S:19]([NH:1][C:2]3[CH:7]=[CH:6][N:5]=[CH:4][N:3]=3)(=[O:20])=[O:21])=[CH:16][CH:17]=2)[N:12]=[CH:11][CH:10]=1. The catalyst class is: 1.